From a dataset of Full USPTO retrosynthesis dataset with 1.9M reactions from patents (1976-2016). Predict the reactants needed to synthesize the given product. (1) Given the product [OH:6][C:7]1[C:16]([OH:17])=[CH:15][C:14]2[C:9](=[CH:10][CH:11]=[CH:12][CH:13]=2)[C:8]=1[CH:22]=[O:23], predict the reactants needed to synthesize it. The reactants are: P(Cl)(Cl)(Cl)=O.[OH:6][C:7]1[C:16]([OH:17])=[CH:15][C:14]2[C:9](=[CH:10][CH:11]=[CH:12][CH:13]=2)[CH:8]=1.O.CN([CH:22]=[O:23])C. (2) Given the product [CH3:4][C:5]1[CH:6]=[CH:7][C:8]([C:11]2[N:15]([C:16]3[CH:21]=[N:20][CH:19]=[CH:18][N:17]=3)[N:14]=[C:13]([C:22]([OH:24])=[O:23])[CH:12]=2)=[N:9][CH:10]=1, predict the reactants needed to synthesize it. The reactants are: O.[OH-].[Li+].[CH3:4][C:5]1[CH:6]=[CH:7][C:8]([C:11]2[N:15]([C:16]3[CH:21]=[N:20][CH:19]=[CH:18][N:17]=3)[N:14]=[C:13]([C:22]([O:24]CC)=[O:23])[CH:12]=2)=[N:9][CH:10]=1.C(O)C.Cl. (3) Given the product [C:21]([O:20][C:18]([N:7]1[C:6]2[CH:10]=[C:2]([F:1])[CH:3]=[CH:4][C:5]=2[N:9]=[CH:8]1)=[O:19])([CH3:24])([CH3:23])[CH3:22], predict the reactants needed to synthesize it. The reactants are: [F:1][C:2]1[CH:3]=[CH:4][C:5]2[N:9]=[CH:8][NH:7][C:6]=2[CH:10]=1.C(N(CC)CC)C.[C:18](O[C:18]([O:20][C:21]([CH3:24])([CH3:23])[CH3:22])=[O:19])([O:20][C:21]([CH3:24])([CH3:23])[CH3:22])=[O:19]. (4) Given the product [CH2:1]([N:3]1[C:14]2[C:15]3[C:7](=[CH:8][N:9]([CH2:25][CH3:26])[C:10]=3[CH:11]=[C:12]([C:16]([O:18][CH3:19])=[O:17])[CH:13]=2)[CH:6]=[CH:5][S:4]1(=[O:21])=[O:20])[CH3:2], predict the reactants needed to synthesize it. The reactants are: [CH2:1]([N:3]1[C:14]2[C:15]3[C:7](=[CH:8][NH:9][C:10]=3[CH:11]=[C:12]([C:16]([O:18][CH3:19])=[O:17])[CH:13]=2)[CH:6]=[CH:5][S:4]1(=[O:21])=[O:20])[CH3:2].[H-].[Na+].I[CH2:25][CH3:26]. (5) The reactants are: [CH3:1][C:2]1[CH:3]=[CH:4][C:5]([NH:21][C:22]([C:24]2[CH:25]=[CH:26][C:27]([CH2:30][N:31]3[CH2:36][CH2:35][N:34]([CH3:37])[CH2:33][CH2:32]3)=[CH:28][CH:29]=2)=[O:23])=[CH:6][C:7]=1[NH:8][C:9]1[N:10]=[CH:11][CH:12]=[C:13]([C:15]2[CH:16]=[CH:17][CH:18]=[N:19][CH:20]=2)[N:14]=1.[C:38]([O:44][CH2:45][I:46])(=[O:43])[C:39]([CH3:42])([CH3:41])[CH3:40]. Given the product [I-:46].[I-:46].[CH3:37][N+:34]1([CH2:45][O:44][C:38](=[O:43])[C:39]([CH3:42])([CH3:41])[CH3:40])[CH2:33][CH2:32][N:31]([CH2:30][C:27]2[CH:28]=[CH:29][C:24]([C:22](=[O:23])[NH:21][C:5]3[CH:4]=[CH:3][C:2]([CH3:1])=[C:7]([NH:8][C:9]4[N:14]=[C:13]([C:15]5[CH:20]=[N+:19]([CH2:45][O:44][C:38](=[O:43])[C:39]([CH3:42])([CH3:41])[CH3:40])[CH:18]=[CH:17][CH:16]=5)[CH:12]=[CH:11][N:10]=4)[CH:6]=3)=[CH:25][CH:26]=2)[CH2:36][CH2:35]1, predict the reactants needed to synthesize it.